Dataset: Full USPTO retrosynthesis dataset with 1.9M reactions from patents (1976-2016). Task: Predict the reactants needed to synthesize the given product. The reactants are: Br[C:2]1[CH:7]=[C:6]([C:8]([F:11])([F:10])[F:9])[CH:5]=[C:4]([C:12]([F:15])([F:14])[F:13])[CH:3]=1.CCCCCCCCCCCCCCCC(OCC(OC(CCCCCCCCCCCCCCC)=O)COP(OCC(O)CO)(O)=O)=O.[CH3:65][NH:66][C:67]1[CH:68]=[C:69]2[C:74](=[CH:75][CH:76]=1)[N:73]=[C:72]([N:77]1[CH2:82][CH2:81][O:80][CH2:79][CH2:78]1)[CH:71]=[C:70]2[C:83]1[CH:88]=[CH:87][CH:86]=[CH:85][C:84]=1[CH3:89]. Given the product [F:13][C:12]([F:15])([F:14])[C:4]1[CH:3]=[C:2]([N:66]([CH3:65])[C:67]2[CH:68]=[C:69]3[C:74](=[CH:75][CH:76]=2)[N:73]=[C:72]([N:77]2[CH2:78][CH2:79][O:80][CH2:81][CH2:82]2)[CH:71]=[C:70]3[C:83]2[CH:88]=[CH:87][CH:86]=[CH:85][C:84]=2[CH3:89])[CH:7]=[C:6]([C:8]([F:11])([F:10])[F:9])[CH:5]=1, predict the reactants needed to synthesize it.